Dataset: Reaction yield outcomes from USPTO patents with 853,638 reactions. Task: Predict the reaction yield, written as a fraction of the theoretical maximum amount of product (1.0 means a 100% yield; for example, 0.34 means a 34% yield). (1) The reactants are O1CCCC1.[NH2:6][C:7]1[C:12]([C:13]2[O:17][N:16]=[C:15]([CH2:18][C:19]3[CH:24]=[CH:23][C:22]([OH:25])=[CH:21][CH:20]=3)[CH:14]=2)=[CH:11][CH:10]=[C:9]([NH2:26])[N:8]=1.[OH-].[Na+].[CH3:29][O:30][C:31]1[CH:32]=[C:33]([CH:36]=[CH:37][CH:38]=1)[CH2:34]Cl. The catalyst is CN(C)C=O. The product is [CH3:29][O:30][C:31]1[CH:32]=[C:33]([CH:36]=[CH:37][CH:38]=1)[CH2:34][O:25][C:22]1[CH:23]=[CH:24][C:19]([CH2:18][C:15]2[CH:14]=[C:13]([C:12]3[C:7]([NH2:6])=[N:8][C:9]([NH2:26])=[CH:10][CH:11]=3)[O:17][N:16]=2)=[CH:20][CH:21]=1. The yield is 0.810. (2) The reactants are [Cl:1][C:2]1[CH:3]=[C:4](B2OC(C)(C)C(C)(C)O2)[CH:5]=[CH:6][C:7]=1[O:8][CH:9]1[CH2:11][CH2:10]1.[C:21]([C@H:24]1[CH2:26][C@@H:25]1[C:27]([O:29][CH3:30])=[O:28])(Cl)=[O:22].O.P([O-])([O-])([O-])=O.[K+].[K+].[K+]. The catalyst is C1(C)C=CC=CC=1.Cl[Pd]Cl. The product is [Cl:1][C:2]1[CH:3]=[C:4]([C:21]([C@H:24]2[CH2:26][C@@H:25]2[C:27]([O:29][CH3:30])=[O:28])=[O:22])[CH:5]=[CH:6][C:7]=1[O:8][CH:9]1[CH2:10][CH2:11]1. The yield is 0.320.